This data is from NCI-60 drug combinations with 297,098 pairs across 59 cell lines. The task is: Regression. Given two drug SMILES strings and cell line genomic features, predict the synergy score measuring deviation from expected non-interaction effect. (1) Cell line: MOLT-4. Synergy scores: CSS=79.2, Synergy_ZIP=3.28, Synergy_Bliss=3.48, Synergy_Loewe=0.349, Synergy_HSA=5.24. Drug 2: CS(=O)(=O)OCCCCOS(=O)(=O)C. Drug 1: CC(CN1CC(=O)NC(=O)C1)N2CC(=O)NC(=O)C2. (2) Drug 1: CCCS(=O)(=O)NC1=C(C(=C(C=C1)F)C(=O)C2=CNC3=C2C=C(C=N3)C4=CC=C(C=C4)Cl)F. Drug 2: CC1=CC2C(CCC3(C2CCC3(C(=O)C)OC(=O)C)C)C4(C1=CC(=O)CC4)C. Cell line: OVCAR-8. Synergy scores: CSS=2.87, Synergy_ZIP=1.49, Synergy_Bliss=6.78, Synergy_Loewe=4.12, Synergy_HSA=4.34. (3) Drug 1: CC12CCC(CC1=CCC3C2CCC4(C3CC=C4C5=CN=CC=C5)C)O. Drug 2: C1=CC(=C2C(=C1NCCNCCO)C(=O)C3=C(C=CC(=C3C2=O)O)O)NCCNCCO. Cell line: NCI-H322M. Synergy scores: CSS=36.4, Synergy_ZIP=5.22, Synergy_Bliss=7.48, Synergy_Loewe=-27.7, Synergy_HSA=6.89. (4) Drug 1: C1=CC(=CC=C1C#N)C(C2=CC=C(C=C2)C#N)N3C=NC=N3. Drug 2: N.N.Cl[Pt+2]Cl. Cell line: OVCAR-5. Synergy scores: CSS=36.8, Synergy_ZIP=-10.9, Synergy_Bliss=-1.09, Synergy_Loewe=6.12, Synergy_HSA=1.24. (5) Drug 1: CC(CN1CC(=O)NC(=O)C1)N2CC(=O)NC(=O)C2. Drug 2: C1=CC=C(C(=C1)C(C2=CC=C(C=C2)Cl)C(Cl)Cl)Cl. Cell line: HL-60(TB). Synergy scores: CSS=70.2, Synergy_ZIP=13.4, Synergy_Bliss=13.0, Synergy_Loewe=6.72, Synergy_HSA=13.7. (6) Drug 1: CC1=CC2C(CCC3(C2CCC3(C(=O)C)OC(=O)C)C)C4(C1=CC(=O)CC4)C. Drug 2: C1=CC(=CC=C1CC(C(=O)O)N)N(CCCl)CCCl.Cl. Cell line: U251. Synergy scores: CSS=25.0, Synergy_ZIP=-7.04, Synergy_Bliss=3.62, Synergy_Loewe=3.13, Synergy_HSA=3.38. (7) Drug 1: CCC(=C(C1=CC=CC=C1)C2=CC=C(C=C2)OCCN(C)C)C3=CC=CC=C3.C(C(=O)O)C(CC(=O)O)(C(=O)O)O. Drug 2: CC1=C(C(=CC=C1)Cl)NC(=O)C2=CN=C(S2)NC3=CC(=NC(=N3)C)N4CCN(CC4)CCO. Cell line: NCI/ADR-RES. Synergy scores: CSS=-4.85, Synergy_ZIP=8.03, Synergy_Bliss=2.88, Synergy_Loewe=0.550, Synergy_HSA=-1.84.